This data is from Catalyst prediction with 721,799 reactions and 888 catalyst types from USPTO. The task is: Predict which catalyst facilitates the given reaction. Reactant: [C:1]([O:5][C:6]([N:8]1[CH2:14][CH2:13][C:12]2[C:15]([S:20][CH2:21][C:22]3[CH:27]=[CH:26][C:25]([C:28](O)=[O:29])=[CH:24][CH:23]=3)=[C:16]([Cl:19])[CH:17]=[CH:18][C:11]=2[CH2:10][CH2:9]1)=[O:7])([CH3:4])([CH3:3])[CH3:2].B. Product: [C:1]([O:5][C:6]([N:8]1[CH2:14][CH2:13][C:12]2[C:15]([S:20][CH2:21][C:22]3[CH:23]=[CH:24][C:25]([CH2:28][OH:29])=[CH:26][CH:27]=3)=[C:16]([Cl:19])[CH:17]=[CH:18][C:11]=2[CH2:10][CH2:9]1)=[O:7])([CH3:4])([CH3:2])[CH3:3]. The catalyst class is: 1.